From a dataset of Forward reaction prediction with 1.9M reactions from USPTO patents (1976-2016). Predict the product of the given reaction. (1) Given the reactants [F:1][C:2]1[CH:7]=[CH:6][C:5]([C:8]2[N:9]=[CH:10][N:11]([CH:13]3[CH2:18][CH2:17][N:16]([C:19]([O:21][C:22]([CH3:25])([CH3:24])[CH3:23])=[O:20])[CH2:15][CH2:14]3)[CH:12]=2)=[CH:4][CH:3]=1.[Br:26]N1C(=O)CCC1=O, predict the reaction product. The product is: [Br:26][C:12]1[N:11]([CH:13]2[CH2:18][CH2:17][N:16]([C:19]([O:21][C:22]([CH3:25])([CH3:24])[CH3:23])=[O:20])[CH2:15][CH2:14]2)[CH:10]=[N:9][C:8]=1[C:5]1[CH:6]=[CH:7][C:2]([F:1])=[CH:3][CH:4]=1. (2) The product is: [CH:20]([NH:22][C:2]1[CH:7]=[C:6]([CH3:8])[CH:5]=[CH:4][C:3]=1[N+:9]([O-:11])=[O:10])([CH3:21])[CH3:19]. Given the reactants F[C:2]1[CH:7]=[C:6]([CH3:8])[CH:5]=[CH:4][C:3]=1[N+:9]([O-:11])=[O:10].C(N(CC)CC)C.[CH3:19][CH:20]([NH2:22])[CH3:21], predict the reaction product. (3) Given the reactants Cl.[CH2:2]([N:9]1[CH2:14][CH2:13][O:12][CH:11]([C:15]([OH:17])=O)[CH2:10]1)[C:3]1[CH:8]=[CH:7][CH:6]=[CH:5][CH:4]=1.F[B-](F)(F)F.N1(OC(N(C)C)=[N+](C)C)C2C=CC=CC=2N=N1.O.ON1C2C=CC=CC=2N=N1.C(N(CC)C(C)C)(C)C.O[N:61]=[C:62]([NH2:69])[C:63]1[CH:68]=[CH:67][CH:66]=[CH:65][CH:64]=1, predict the reaction product. The product is: [CH2:2]([N:9]1[CH2:14][CH2:13][O:12][CH:11]([C:15]2[O:17][N:69]=[C:62]([C:63]3[CH:68]=[CH:67][CH:66]=[CH:65][CH:64]=3)[N:61]=2)[CH2:10]1)[C:3]1[CH:4]=[CH:5][CH:6]=[CH:7][CH:8]=1. (4) Given the reactants [Cl:1][C:2]1[CH:3]=[N:4][C:5]2[N:6]([N:8]=[C:9]([C:11]([OH:13])=O)[CH:10]=2)[CH:7]=1.[CH3:14][N:15]1[C:24]2[C:19](=[CH:20][CH:21]=[CH:22][C:23]=2[C:25]([F:28])([F:27])[F:26])[CH2:18][CH2:17][NH:16]1, predict the reaction product. The product is: [Cl:1][C:2]1[CH:3]=[N:4][C:5]2[N:6]([N:8]=[C:9]([C:11]([N:16]3[CH2:17][CH2:18][C:19]4[C:24](=[C:23]([C:25]([F:26])([F:27])[F:28])[CH:22]=[CH:21][CH:20]=4)[N:15]3[CH3:14])=[O:13])[CH:10]=2)[CH:7]=1. (5) Given the reactants CON(C)[C:4]([CH:6]1[CH2:10][S:9][C:8]([CH3:12])([CH3:11])[N:7]1[C:13]([O:15][C:16]([CH3:19])([CH3:18])[CH3:17])=[O:14])=[O:5].C(OCC)C.[H-].[Al+3].[Li+].[H-].[H-].[H-].S(=O)(=O)(O)[O-].[K+], predict the reaction product. The product is: [CH:4]([CH:6]1[CH2:10][S:9][C:8]([CH3:12])([CH3:11])[N:7]1[C:13]([O:15][C:16]([CH3:19])([CH3:18])[CH3:17])=[O:14])=[O:5]. (6) Given the reactants C([O:4][C@H:5]([CH2:15][O:16][CH2:17][C:18]1[CH:23]=[CH:22][CH:21]=[CH:20][CH:19]=1)[C@H:6]([C:8]1[CH:13]=[CH:12][CH:11]=[CH:10][C:9]=1[Cl:14])[OH:7])(=O)C.C([O-])([O-])=O.[K+].[K+], predict the reaction product. The product is: [CH2:17]([O:16][CH2:15][C@@H:5]([OH:4])[C@H:6]([C:8]1[CH:13]=[CH:12][CH:11]=[CH:10][C:9]=1[Cl:14])[OH:7])[C:18]1[CH:19]=[CH:20][CH:21]=[CH:22][CH:23]=1. (7) Given the reactants [C:1]([OH:12])(=O)/[CH:2]=[CH:3]/[CH2:4][CH2:5][CH2:6][CH2:7][CH2:8][CH2:9][CH3:10].[Cl:13][C:14]1[CH:19]=[CH:18][C:17]([N:20]2[CH2:25][CH2:24][NH:23][CH2:22][CH2:21]2)=[CH:16][CH:15]=1, predict the reaction product. The product is: [C:1]([N:23]1[CH2:22][CH2:21][N:20]([C:17]2[CH:16]=[CH:15][C:14]([Cl:13])=[CH:19][CH:18]=2)[CH2:25][CH2:24]1)(=[O:12])/[CH:2]=[CH:3]/[CH2:4][CH2:5][CH2:6][CH2:7][CH2:8][CH2:9][CH3:10]. (8) Given the reactants [CH3:1][C:2]1([CH:15]=[CH2:16])[CH2:7][CH2:6][N:5]([C:8]([O:10][C:11]([CH3:14])([CH3:13])[CH3:12])=[O:9])[CH2:4][CH2:3]1.[CH2:17](OCC)C, predict the reaction product. The product is: [CH:15]1([C:2]2([CH3:1])[CH2:7][CH2:6][N:5]([C:8]([O:10][C:11]([CH3:14])([CH3:13])[CH3:12])=[O:9])[CH2:4][CH2:3]2)[CH2:17][CH2:16]1.